From a dataset of Forward reaction prediction with 1.9M reactions from USPTO patents (1976-2016). Predict the product of the given reaction. Given the reactants [NH2:1][C:2]1[C:9](I)=[CH:8][C:5]([C:6]#[N:7])=[C:4]([CH3:11])[N:3]=1.C(N(CC)CC)C.N#N.[C:21]([Si:23]([CH3:26])([CH3:25])[CH3:24])#[CH:22], predict the reaction product. The product is: [NH2:1][C:2]1[C:9]([C:22]#[C:21][Si:23]([CH3:26])([CH3:25])[CH3:24])=[CH:8][C:5]([C:6]#[N:7])=[C:4]([CH3:11])[N:3]=1.